From a dataset of Experimentally validated miRNA-target interactions with 360,000+ pairs, plus equal number of negative samples. Binary Classification. Given a miRNA mature sequence and a target amino acid sequence, predict their likelihood of interaction. (1) The miRNA is hsa-miR-3186-5p with sequence CAGGCGUCUGUCUACGUGGCUU. The protein sequence of the target gene is MEAFQELRKPSARLECDHCSFRGTDYENVQIHMGTIHPEFCDEMDAGGLGKMIFYQKSAKLFHCHKCFFTSKMYSNVYYHITSKHASPDKWNDKPKNQLNKETDPVKSPPLPEHQKIPCNSAEPKSIPALSMETQKLGSVLSPESPKPTPLTPLEPQKPGSVVSPELQTPLPSPEPSKPASVSSPEPPKSVPVCESQKLAPVPSPEPQKPAPVSPESVKATLSNPKPQKQSHFPETLGPPSASSPESPVLAASPEPWGPSPAASPESRKSARTTSPEPRKPSPSESPEPWKPFPAVSPEP.... Result: 0 (no interaction). (2) The miRNA is hsa-miR-5008-3p with sequence CCUGUGCUCCCAGGGCCUCGC. The protein sequence of the target gene is MTRHGKNCTAGAVYTYHEKKKDTAASGYGTQNIRLSRDAVKDFDCCCLSLQPCHDPVVTPDGYLYEREAILEYILHQKKEIARQMKAYEKQRGTRREEQKELQRAASQDHVRGFLEKESAIVSRPLNPFTAKALSGTSPDDVQPGPSVGPPSKDKDKVLPSFWIPSLTPEAKATKLEKPSRTVTCPMSGKPLRMSDLTPVHFTPLDSSVDRVGLITRSERYVCAVTRDSLSNATPCAVLRPSGAVVTLECVEKLIRKDMVDPVTGDKLTDRDIIVLQRGGTGFAGSGVKLQAEKSRPVMQ.... Result: 0 (no interaction).